Dataset: Reaction yield outcomes from USPTO patents with 853,638 reactions. Task: Predict the reaction yield, written as a fraction of the theoretical maximum amount of product (1.0 means a 100% yield; for example, 0.34 means a 34% yield). (1) The reactants are [C:1]([O:5][C:6](=[O:14])[NH:7][CH2:8][C@@H:9]1[CH2:13][CH2:12][CH2:11][NH:10]1)([CH3:4])([CH3:3])[CH3:2].C(O[BH-](OC(=O)C)OC(=O)C)(=O)C.[Na+].[CH2:29]([O:31][C:32](=[O:45])[C:33]1[CH:38]=[CH:37][C:36]([CH:39]=O)=[C:35]([C:41]([F:44])([F:43])[F:42])[CH:34]=1)[CH3:30]. The catalyst is C1COCC1.C(OCC)(=O)C. The product is [CH2:29]([O:31][C:32](=[O:45])[C:33]1[CH:38]=[CH:37][C:36]([CH2:39][N:10]2[CH2:11][CH2:12][CH2:13][C@H:9]2[CH2:8][NH:7][C:6]([O:5][C:1]([CH3:4])([CH3:2])[CH3:3])=[O:14])=[C:35]([C:41]([F:43])([F:44])[F:42])[CH:34]=1)[CH3:30]. The yield is 0.760. (2) The reactants are [Br:1][C:2]1[CH:3]=[C:4]2[C:10]([C:11]([OH:13])=O)=[N:9][NH:8][C:5]2=[N:6][CH:7]=1.C1N=CN(C(N2C=NC=C2)=O)C=1.Cl.[CH3:27][NH:28][O:29][CH3:30]. The catalyst is CN(C=O)C. The product is [Br:1][C:2]1[CH:3]=[C:4]2[C:10]([C:11]([N:28]([O:29][CH3:30])[CH3:27])=[O:13])=[N:9][NH:8][C:5]2=[N:6][CH:7]=1. The yield is 0.920. (3) The reactants are [OH:1][C:2]1([C:31](O)=[O:32])[CH2:7][CH2:6][CH:5]([N:8]2[C:16]([NH:17][C:18]3[C:23]([F:24])=[CH:22][C:21]([F:25])=[CH:20][C:19]=3[F:26])=[N:15][C:14]3[C:9]2=[N:10][C:11]([NH:27][CH:28]([CH3:30])[CH3:29])=[N:12][CH:13]=3)[CH2:4][CH2:3]1.[CH:34]1([NH2:39])[CH2:38][CH2:37][CH2:36][CH2:35]1.C(NC(C)C)(C)C.F[P-](F)(F)(F)(F)F.N1(O[P+](N(C)C)(N(C)C)N(C)C)C2C=CC=CC=2N=N1. The catalyst is C1COCC1. The product is [CH:34]1([NH:39][C:31]([C:2]2([OH:1])[CH2:7][CH2:6][CH:5]([N:8]3[C:16]([NH:17][C:18]4[C:23]([F:24])=[CH:22][C:21]([F:25])=[CH:20][C:19]=4[F:26])=[N:15][C:14]4[C:9]3=[N:10][C:11]([NH:27][CH:28]([CH3:30])[CH3:29])=[N:12][CH:13]=4)[CH2:4][CH2:3]2)=[O:32])[CH2:38][CH2:37][CH2:36][CH2:35]1. The yield is 0.660. (4) The yield is 0.580. The catalyst is CN(C=O)C.C(N(CC)C(C)C)(C)C. The product is [CH3:49][O:48][N:47]([CH3:46])[C:9]([C:3]1[C:2]([NH2:1])=[N:7][CH:6]=[C:5]([I:8])[N:4]=1)=[O:11]. The reactants are [NH2:1][C:2]1[C:3]([C:9]([OH:11])=O)=[N:4][C:5]([I:8])=[CH:6][N:7]=1.C1CN([P+](ON2N=NC3C=CC=CC2=3)(N2CCCC2)N2CCCC2)CC1.F[P-](F)(F)(F)(F)F.Cl.[CH3:46][NH:47][O:48][CH3:49]. (5) The reactants are [NH2:1][C:2]1[CH:10]=[CH:9][C:8]([Cl:11])=[CH:7][C:3]=1[C:4]([OH:6])=O.O=S(Cl)Cl.[Cl:16][C:17]1[CH:23]=[CH:22][CH:21]=[CH:20][C:18]=1[NH2:19].C(Cl)(Cl)Cl. The catalyst is C1C=CC=CC=1. The product is [NH2:1][C:2]1[CH:10]=[CH:9][C:8]([Cl:11])=[CH:7][C:3]=1[C:4]([NH:19][C:18]1[CH:20]=[CH:21][CH:22]=[CH:23][C:17]=1[Cl:16])=[O:6]. The yield is 0.520. (6) The reactants are [F:1][C:2]1[CH:10]=[C:9]2[C:5]([C:6]([C:20]3[CH:21]=[N:22][NH:23][CH:24]=3)=[CH:7][N:8]2[S:11]([C:14]2[CH:19]=[CH:18][CH:17]=[CH:16][CH:15]=2)(=[O:13])=[O:12])=[CH:4][CH:3]=1.[CH3:25][CH:26]([CH2:31]OS(C)(=O)=O)[C:27]([O:29][CH3:30])=[O:28]. The yield is 0.390. No catalyst specified. The product is [F:1][C:2]1[CH:10]=[C:9]2[C:5]([C:6]([C:20]3[CH:24]=[N:23][N:22]([CH2:25][CH:26]([CH3:31])[C:27]([O:29][CH3:30])=[O:28])[CH:21]=3)=[CH:7][N:8]2[S:11]([C:14]2[CH:15]=[CH:16][CH:17]=[CH:18][CH:19]=2)(=[O:12])=[O:13])=[CH:4][CH:3]=1.